This data is from Reaction yield outcomes from USPTO patents with 853,638 reactions. The task is: Predict the reaction yield, written as a fraction of the theoretical maximum amount of product (1.0 means a 100% yield; for example, 0.34 means a 34% yield). (1) The reactants are ClC(Cl)(Cl)C([N:5]1[CH2:10][CH2:9][N:8]([C:11]2[CH:16]=[C:15]([S:17]([N:20]3[C:28]4[C:23](=[CH:24][CH:25]=[C:26]([F:29])[CH:27]=4)[C:22]([CH2:30][CH3:31])=[CH:21]3)(=[O:19])=[O:18])[CH:14]=[CH:13][C:12]=2[O:32][CH3:33])[CH2:7][CH2:6]1)=O.[OH-].[K+]. The catalyst is C1COCC1. The product is [CH2:30]([C:22]1[C:23]2[C:28](=[CH:27][C:26]([F:29])=[CH:25][CH:24]=2)[N:20]([S:17]([C:15]2[CH:14]=[CH:13][C:12]([O:32][CH3:33])=[C:11]([N:8]3[CH2:7][CH2:6][NH:5][CH2:10][CH2:9]3)[CH:16]=2)(=[O:19])=[O:18])[CH:21]=1)[CH3:31]. The yield is 0.680. (2) The reactants are [C:1]1([CH:7]([C:26]2[CH:31]=[CH:30][CH:29]=[CH:28][CH:27]=2)[N:8]2[CH2:11][C:10]([NH:18][CH2:19][C:20]3[CH:25]=[CH:24][CH:23]=[CH:22][CH:21]=3)([C:12]([NH:14][CH:15]([CH3:17])[CH3:16])=O)[CH2:9]2)[CH:6]=[CH:5][CH:4]=[CH:3][CH:2]=1.[H-].[Al+3].[Li+].[H-].[H-].[H-]. The catalyst is O1CCCC1. The product is [C:26]1([CH:7]([C:1]2[CH:2]=[CH:3][CH:4]=[CH:5][CH:6]=2)[N:8]2[CH2:11][C:10]([CH2:12][NH:14][CH:15]([CH3:17])[CH3:16])([NH:18][CH2:19][C:20]3[CH:21]=[CH:22][CH:23]=[CH:24][CH:25]=3)[CH2:9]2)[CH:31]=[CH:30][CH:29]=[CH:28][CH:27]=1. The yield is 0.900. (3) The reactants are [C:1]([C:3]1[CH:10]=[CH:9][C:6]([CH:7]=[O:8])=[CH:5][CH:4]=1)#[N:2].C(OC1C=C(C=C(OCC2C=CC=CC=2)C=1)CN)C1C=CC=CC=1. No catalyst specified. The product is [OH:8][CH2:7][C:6]1[CH:9]=[CH:10][C:3]([CH2:1][NH2:2])=[CH:4][CH:5]=1. The yield is 0.460.